From a dataset of Full USPTO retrosynthesis dataset with 1.9M reactions from patents (1976-2016). Predict the reactants needed to synthesize the given product. (1) Given the product [CH2:42]([O:41][C:21]([C@@H:8]1[CH2:9][C:10](=[O:70])[CH2:11][C@H:7]1[C:5]([N:64]1[CH2:65][C:62]([F:66])([F:61])[CH2:63]1)=[O:6])=[O:22])[CH3:50], predict the reactants needed to synthesize it. The reactants are: C(CN[C:5]([C@@H:7]1[CH2:11][C@@H:10](S(C2C=CC=CC=2)(=O)=O)[CH2:9][C@H:8]1[C:21](N1CCOCC1)=[O:22])=[O:6])#N.Cl.CN(C)CCCN=C=NCC.[OH:41][C:42]1[C:50]2N=NNC=2C=CC=1.C(N(C(C)C)C(C)C)C.Cl.[F:61][C:62]1([F:66])[CH2:65][NH:64][CH2:63]1.CN(C)C=[O:70]. (2) The reactants are: [CH:1]1([N:6]2[C:11](=[O:12])[CH:10]=[C:9]([OH:13])[C:8]([C:14]([NH:16][CH2:17][C:18]3[CH:23]=[CH:22][C:21]([Cl:24])=[C:20]([Cl:25])[CH:19]=3)=[O:15])=[CH:7]2)[CH2:5][CH2:4][CH2:3][CH2:2]1.C1([N:31]2[C:36](=[O:37])C=C(O)C(C(OC)=O)=C2)CCCC1.ClC1C=C(CN)C=CC=1Cl.[C:53]([O:56]CC)(=[O:55])[CH3:54]. Given the product [CH:1]1([N:6]2[CH:7]=[C:8]([C:14]([NH:16][CH2:17][C:18]3[CH:23]=[CH:22][C:21]([Cl:24])=[C:20]([Cl:25])[CH:19]=3)=[O:15])[C:9]([OH:13])=[C:10]([C:36]([NH:31][CH2:54][C:53]([OH:56])=[O:55])=[O:37])[C:11]2=[O:12])[CH2:5][CH2:4][CH2:3][CH2:2]1, predict the reactants needed to synthesize it. (3) Given the product [CH2:1]([C:3]1[C:4]([NH:12][C@H:13]2[C@@H:17]([O:18][CH2:19][CH3:20])[CH2:16][N:15]([C:21]([O:23][CH2:24][C:48]3[CH:53]=[CH:52][CH:51]=[CH:50][CH:49]=3)=[O:22])[CH2:14]2)=[N:5][C:6]([CH2:10][CH3:11])=[C:7]([I:9])[N:8]=1)[CH3:2], predict the reactants needed to synthesize it. The reactants are: [CH2:1]([C:3]1[C:4]([NH:12][C@H:13]2[C@@H:17]([O:18][CH2:19][CH3:20])[CH2:16][N:15]([C:21]([O:23][CH3:24])=[O:22])[CH2:14]2)=[N:5][C:6]([CH2:10][CH3:11])=[C:7]([I:9])[N:8]=1)[CH3:2].C(C1C(N[C@H]2[C@@H](OCC)CN(C(OC[C:48]3[CH:53]=[CH:52][CH:51]=[CH:50][CH:49]=3)=O)C2)=NC(CC)=CN=1)C. (4) Given the product [NH2:1][C:2]1[C:3]([CH3:21])=[C:4]2[C:8](=[CH:9][C:10]=1[NH2:11])[C:7](=[O:14])[N:6]([CH2:15][CH2:16][N:17]([CH3:18])[CH3:19])[C:5]2=[O:20], predict the reactants needed to synthesize it. The reactants are: [NH2:1][C:2]1[C:3]([CH3:21])=[C:4]2[C:8](=[CH:9][C:10]=1[N+:11]([O-])=O)[C:7](=[O:14])[N:6]([CH2:15][CH2:16][N:17]([CH3:19])[CH3:18])[C:5]2=[O:20].CO.[H][H].